Task: Predict the reaction yield, written as a fraction of the theoretical maximum amount of product (1.0 means a 100% yield; for example, 0.34 means a 34% yield).. Dataset: Reaction yield outcomes from USPTO patents with 853,638 reactions (1) The reactants are [CH3:1][N:2]1[C:10]2[C:5](=[N:6][C:7]([C@@H:17]([NH2:19])[CH3:18])=[C:8]([N:11]3[CH2:16][CH2:15][O:14][CH2:13][CH2:12]3)[CH:9]=2)[CH:4]=[CH:3]1.Cl[C:21]1[C:26]([C:27]#[N:28])=[C:25]([CH3:29])[N:24]=[C:23]([S:30][CH3:31])[N:22]=1.CCN(CC)CC. The catalyst is CN(C=O)C. The product is [CH3:29][C:25]1[C:26]([C:27]#[N:28])=[C:21]([NH:19][C@H:17]([C:7]2[N:6]=[C:5]3[CH:4]=[CH:3][N:2]([CH3:1])[C:10]3=[CH:9][C:8]=2[N:11]2[CH2:12][CH2:13][O:14][CH2:15][CH2:16]2)[CH3:18])[N:22]=[C:23]([S:30][CH3:31])[N:24]=1. The yield is 0.670. (2) The reactants are [Br:1][C:2]1[CH:7]=[CH:6][C:5]([NH:8][C:9]2[C:10]([CH:20]([OH:26])[CH2:21][O:22][CH2:23][O:24][CH3:25])=[CH:11][C:12]3[N:16]([CH3:17])[CH:15]=[N:14][C:13]=3[C:18]=2[F:19])=[C:4]([Cl:27])[CH:3]=1.CC(OI1(OC(C)=O)(OC(C)=O)OC(=O)C2C=CC=CC1=2)=O.C([O-])(O)=O.[Na+].O.O.O.O.O.S([O-])([O-])(=O)=S.[Na+].[Na+]. The catalyst is C(Cl)Cl.CCOCC.CCOC(C)=O. The product is [Br:1][C:2]1[CH:7]=[CH:6][C:5]([NH:8][C:9]2[C:10]([C:20](=[O:26])[CH2:21][O:22][CH2:23][O:24][CH3:25])=[CH:11][C:12]3[N:16]([CH3:17])[CH:15]=[N:14][C:13]=3[C:18]=2[F:19])=[C:4]([Cl:27])[CH:3]=1. The yield is 0.710. (3) The reactants are Br[C:2]1[CH:3]=[C:4]([NH:10][C:11]2[CH:16]=[CH:15][N:14]3[CH:17]=[CH:18][N:19]=[C:13]3[N:12]=2)[C:5](=[O:9])[N:6]([CH3:8])[CH:7]=1.[C:20]([O:23][CH2:24][C:25]1[C:26]([N:34]2[CH2:45][CH2:44][N:43]3[C:36](=[CH:37][C:38]4[CH2:39][C:40]([CH3:47])([CH3:46])[CH2:41][C:42]=43)[C:35]2=[O:48])=[N:27][CH:28]=[CH:29][C:30]=1B(O)O)(=[O:22])[CH3:21].[O-]P([O-])([O-])=O.[K+].[K+].[K+].O.O.O.C([O-])(=O)C.[Na+]. The catalyst is O.C1C=CC(P(C2C=CC=CC=2)[C-]2C=CC=C2)=CC=1.C1C=CC(P(C2C=CC=CC=2)[C-]2C=CC=C2)=CC=1.Cl[Pd]Cl.[Fe+2].C(#N)C. The product is [C:20]([O:23][CH2:24][C:25]1[C:26]([N:34]2[CH2:45][CH2:44][N:43]3[C:36](=[CH:37][C:38]4[CH2:39][C:40]([CH3:47])([CH3:46])[CH2:41][C:42]=43)[C:35]2=[O:48])=[N:27][CH:28]=[CH:29][C:30]=1[C:2]1[CH:3]=[C:4]([NH:10][C:11]2[CH:16]=[CH:15][N:14]3[CH:17]=[CH:18][N:19]=[C:13]3[N:12]=2)[C:5](=[O:9])[N:6]([CH3:8])[CH:7]=1)(=[O:22])[CH3:21]. The yield is 0.400. (4) The reactants are C(O[C:4](=[O:18])/[CH:5]=[C:6](\[NH:8][C:9]1[CH:14]=[CH:13][C:12]([Br:15])=[C:11]([O:16][CH3:17])[CH:10]=1)/[CH3:7])C. The catalyst is C1C=CC(C2C=CC=CC=2)=CC=1.C1C=CC(OC2C=CC=CC=2)=CC=1. The product is [Br:15][C:12]1[CH:13]=[C:14]2[C:9](=[CH:10][C:11]=1[O:16][CH3:17])[N:8]=[C:6]([CH3:7])[CH:5]=[C:4]2[OH:18]. The yield is 0.840.